From a dataset of Full USPTO retrosynthesis dataset with 1.9M reactions from patents (1976-2016). Predict the reactants needed to synthesize the given product. (1) Given the product [CH2:1]([C:8]1[C:16]2[C:11](=[CH:12][CH:13]=[C:14]([C:17]3[CH:22]=[CH:21][C:20]([OH:23])=[CH:19][CH:18]=3)[CH:15]=2)[N:10]([CH3:25])[C:9]=1[C:26]1[CH:31]=[CH:30][CH:29]=[CH:28][CH:27]=1)[C:2]1[CH:3]=[CH:4][CH:5]=[CH:6][CH:7]=1, predict the reactants needed to synthesize it. The reactants are: [CH2:1]([C:8]1[C:16]2[C:11](=[CH:12][CH:13]=[C:14]([C:17]3[CH:22]=[CH:21][C:20]([O:23]C)=[CH:19][CH:18]=3)[CH:15]=2)[N:10]([CH3:25])[C:9]=1[C:26]1[CH:31]=[CH:30][CH:29]=[CH:28][CH:27]=1)[C:2]1[CH:7]=[CH:6][CH:5]=[CH:4][CH:3]=1.B(Br)(Br)Br. (2) The reactants are: [CH3:1][O:2][C:3]1[CH:8]=[C:7]([CH2:9][CH2:10][O:11][CH3:12])[C:6]([O:13][CH3:14])=[CH:5][C:4]=1[CH2:15][C@H:16]([NH:18]C(=O)C(F)(F)F)[CH3:17].[OH-].[Na+].[ClH:27]. Given the product [ClH:27].[CH3:1][O:2][C:3]1[CH:8]=[C:7]([CH2:9][CH2:10][O:11][CH3:12])[C:6]([O:13][CH3:14])=[CH:5][C:4]=1[CH2:15][C@H:16]([NH2:18])[CH3:17], predict the reactants needed to synthesize it. (3) Given the product [CH3:4][C:5]1[S:9][C:8]([CH2:10][C:11]2[CH:12]=[C:13]([CH2:14][OH:15])[CH:16]=[CH:17][CH:18]=2)=[CH:7][CH:6]=1, predict the reactants needed to synthesize it. The reactants are: C(O)C.[CH3:4][C:5]1[S:9][C:8]([CH2:10][C:11]2[CH:12]=[C:13]([CH:16]=[CH:17][CH:18]=2)[CH:14]=[O:15])=[CH:7][CH:6]=1.[BH4-].[Na+]. (4) Given the product [Br:1][C:2]1[CH:3]=[C:4]([CH:8]=[C:9]([S:11]([F:16])([F:15])([F:14])([F:13])[F:12])[CH:10]=1)[C:5]([N:19]([O:20][CH3:21])[CH3:18])=[O:6], predict the reactants needed to synthesize it. The reactants are: [Br:1][C:2]1[CH:3]=[C:4]([CH:8]=[C:9]([S:11]([F:16])([F:15])([F:14])([F:13])[F:12])[CH:10]=1)[C:5](O)=[O:6].Cl.[CH3:18][NH:19][O:20][CH3:21].CCN(C(C)C)C(C)C. (5) Given the product [OH:37][C:38]1[C:39]([C:48]([NH:35][C@H:31]([C:30]([N:27]2[CH2:26][CH2:25][CH:24]([O:23][C:20]3[CH:21]=[N:22][C:17]([O:16][CH3:15])=[CH:18][CH:19]=3)[CH2:29][CH2:28]2)=[O:36])[CH:32]([CH3:33])[CH3:34])=[O:49])=[N:40][C:41]2[C:46]([N:47]=1)=[CH:45][CH:44]=[CH:43][CH:42]=2, predict the reactants needed to synthesize it. The reactants are: Cl.C(N=C=NCCCN(C)C)C.Cl.Cl.[CH3:15][O:16][C:17]1[N:22]=[CH:21][C:20]([O:23][CH:24]2[CH2:29][CH2:28][N:27]([C:30](=[O:36])[C@@H:31]([NH2:35])[CH:32]([CH3:34])[CH3:33])[CH2:26][CH2:25]2)=[CH:19][CH:18]=1.[OH:37][C:38]1[C:39]([C:48](O)=[O:49])=[N:40][C:41]2[C:46]([N:47]=1)=[CH:45][CH:44]=[CH:43][CH:42]=2.O.ON1C2C=CC=CC=2N=N1.CN1CCOCC1. (6) Given the product [CH3:13][C:11]1[NH:10][C:6]2=[N:7][CH:8]=[CH:9][C:4]([B:23]([OH:24])[OH:22])=[C:5]2[CH:12]=1, predict the reactants needed to synthesize it. The reactants are: [H-].[Na+].Br[C:4]1[CH:9]=[CH:8][N:7]=[C:6]2[NH:10][C:11]([CH3:13])=[CH:12][C:5]=12.C([Li])CCC.C([O:22][B:23](OC(C)C)[O:24]C(C)C)(C)C.